This data is from Peptide-MHC class I binding affinity with 185,985 pairs from IEDB/IMGT. The task is: Regression. Given a peptide amino acid sequence and an MHC pseudo amino acid sequence, predict their binding affinity value. This is MHC class I binding data. (1) The peptide sequence is SLETVKMGA. The MHC is HLA-A68:02 with pseudo-sequence HLA-A68:02. The binding affinity (normalized) is 0. (2) The peptide sequence is GRYIVYSSY. The MHC is HLA-B35:01 with pseudo-sequence HLA-B35:01. The binding affinity (normalized) is 0.0847. (3) The peptide sequence is EVNAHIHTM. The MHC is HLA-A69:01 with pseudo-sequence HLA-A69:01. The binding affinity (normalized) is 1.00. (4) The peptide sequence is STVLGVSIL. The MHC is Mamu-A02 with pseudo-sequence Mamu-A02. The binding affinity (normalized) is 0.804. (5) The peptide sequence is KNSKFKNF. The MHC is HLA-B27:05 with pseudo-sequence HLA-B27:05. The binding affinity (normalized) is 0.